This data is from Catalyst prediction with 721,799 reactions and 888 catalyst types from USPTO. The task is: Predict which catalyst facilitates the given reaction. (1) Reactant: Cl.[NH2:2][OH:3].C(=O)(O)[O-].[Na+].[CH:9]1([CH2:15][C:16]#[N:17])[CH2:14][CH2:13][CH2:12][CH2:11][CH2:10]1.C1(C)C=CC=CC=1. Product: [CH:9]1([CH2:15][C:16](=[NH:17])[NH:2][OH:3])[CH2:14][CH2:13][CH2:12][CH2:11][CH2:10]1. The catalyst class is: 32. (2) Reactant: [Cl:1][C:2]1[CH:3]=[C:4]([NH:9][C:10]2[N:15]=[C:14]([N:16]3[CH:20]=[CH:19][C:18]([C:21]([F:24])([F:23])[F:22])=[N:17]3)[C:13]([C:25]3[CH:26]=[C:27]([C:33]([O:35]C)=[O:34])[C:28]([O:31][CH3:32])=[N:29][CH:30]=3)=[CH:12][N:11]=2)[CH:5]=[C:6]([CH3:8])[CH:7]=1.[OH-].[Na+].Cl. Product: [Cl:1][C:2]1[CH:3]=[C:4]([NH:9][C:10]2[N:15]=[C:14]([N:16]3[CH:20]=[CH:19][C:18]([C:21]([F:22])([F:24])[F:23])=[N:17]3)[C:13]([C:25]3[CH:26]=[C:27]([C:33]([OH:35])=[O:34])[C:28]([O:31][CH3:32])=[N:29][CH:30]=3)=[CH:12][N:11]=2)[CH:5]=[C:6]([CH3:8])[CH:7]=1. The catalyst class is: 38. (3) Reactant: [NH:1]1[CH:5]=[N:4][CH:3]=[N:2]1.[H-].[Na+].Br[C:9]1[O:13][C:12]2[C:14]([O:20]C(=O)C)=[C:15]([O:18][CH3:19])[CH:16]=[CH:17][C:11]=2[C:10]=1[C:24](=[O:37])[C:25]1[CH:30]=[C:29]([O:31][CH3:32])[C:28]([O:33][CH3:34])=[C:27]([O:35][CH3:36])[CH:26]=1. Product: [N:1]1([C:9]2[O:13][C:12]3[C:14]([OH:20])=[C:15]([O:18][CH3:19])[CH:16]=[CH:17][C:11]=3[C:10]=2[C:24](=[O:37])[C:25]2[CH:26]=[C:27]([O:35][CH3:36])[C:28]([O:33][CH3:34])=[C:29]([O:31][CH3:32])[CH:30]=2)[CH:5]=[N:4][CH:3]=[N:2]1. The catalyst class is: 207. (4) Reactant: CS([O:5][C:6]1[CH:11]=[CH:10][C:9]([C:12]2[O:13][CH:14]=[CH:15][N:16]=2)=[CH:8][CH:7]=1)(=O)=O.[OH-].[K+].Cl. The catalyst class is: 1. Product: [O:13]1[CH:14]=[CH:15][N:16]=[C:12]1[C:9]1[CH:10]=[CH:11][C:6]([OH:5])=[CH:7][CH:8]=1. (5) Reactant: [C:1](CC(O)=O)#[N:2].C(O[C:11](=[O:13])[CH3:12])(=O)C.[CH3:14][NH:15][C:16]([NH:18][C:19]1[C:28]2[C:23](=[CH:24][CH:25]=[CH:26][CH:27]=2)[CH:22]=[CH:21][CH:20]=1)=[O:17]. Product: [NH2:2][C:1]1[N:18]([C:19]2[C:28]3[C:23](=[CH:24][CH:25]=[CH:26][CH:27]=3)[CH:22]=[CH:21][CH:20]=2)[C:16](=[O:17])[N:15]([CH3:14])[C:11](=[O:13])[CH:12]=1. The catalyst class is: 13. (6) Product: [N:9]([CH2:2][CH2:3][CH2:4][CH2:5][CH2:6][CH2:7][OH:8])=[N+:10]=[N-:11]. The catalyst class is: 8. Reactant: Br[CH2:2][CH2:3][CH2:4][CH2:5][CH2:6][CH2:7][OH:8].[N-:9]=[N+:10]=[N-:11].[Na+]. (7) Reactant: [C:1]([NH:4][CH:5]([CH2:9][C:10]1[CH:15]=[CH:14][C:13]([Cl:16])=[CH:12][C:11]=1[Cl:17])[C:6]([OH:8])=O)(=[O:3])[CH3:2].CN(C(ON1N=NC2C=CC=CC1=2)=[N+](C)C)C.F[P-](F)(F)(F)(F)F.CCN(C(C)C)C(C)C.Cl.[N:52]1([C:58]2([C:64]([OH:66])=[O:65])[CH2:63][CH2:62][CH2:61][CH2:60][CH2:59]2)[CH2:57][CH2:56][NH:55][CH2:54][CH2:53]1. Product: [C:1]([NH:4][CH:5]([CH2:9][C:10]1[CH:15]=[CH:14][C:13]([Cl:16])=[CH:12][C:11]=1[Cl:17])[C:6]([CH:61]1[CH2:62][CH2:63][C:58]([C:64]([OH:66])=[O:65])([N:52]2[CH2:53][CH2:54][NH:55][CH2:56][CH2:57]2)[CH2:59][CH2:60]1)=[O:8])(=[O:3])[CH3:2]. The catalyst class is: 3.